From a dataset of Ames mutagenicity test results for genotoxicity prediction. Regression/Classification. Given a drug SMILES string, predict its toxicity properties. Task type varies by dataset: regression for continuous values (e.g., LD50, hERG inhibition percentage) or binary classification for toxic/non-toxic outcomes (e.g., AMES mutagenicity, cardiotoxicity, hepatotoxicity). Dataset: ames. (1) The molecule is CCOP(=O)(Oc1ccc([N+](=O)[O-])cc1)c1ccccc1. The result is 1 (mutagenic). (2) The result is 0 (non-mutagenic). The compound is CC(Cl)c1ccccc1. (3) The compound is N#CCCCCC#N. The result is 0 (non-mutagenic). (4) The drug is Cc1ccc(S(=O)(=O)O)cc1C. The result is 0 (non-mutagenic). (5) The drug is CC(C)=CCC/C(C)=C\C=O. The result is 0 (non-mutagenic).